Dataset: Catalyst prediction with 721,799 reactions and 888 catalyst types from USPTO. Task: Predict which catalyst facilitates the given reaction. (1) Product: [CH2:1]([O:8][C:9]1[CH:10]=[C:11]2[C:16](=[CH:17][C:18]=1[O:19][CH3:20])[N:15]=[CH:14][CH:13]=[C:12]2[O:22][C:23]1[CH:28]=[CH:27][C:26]([NH:29][C:30](=[O:37])[C:31]2[CH:36]=[CH:35][CH:34]=[CH:33][CH:32]=2)=[CH:25][CH:24]=1)[C:2]1[CH:7]=[CH:6][CH:5]=[CH:4][CH:3]=1. The catalyst class is: 18. Reactant: [CH2:1]([O:8][C:9]1[CH:10]=[C:11]2[C:16](=[CH:17][C:18]=1[O:19][CH3:20])[N:15]=[CH:14][CH:13]=[C:12]2Cl)[C:2]1[CH:7]=[CH:6][CH:5]=[CH:4][CH:3]=1.[OH:22][C:23]1[CH:28]=[CH:27][C:26]([NH:29][C:30](=[O:37])[C:31]2[CH:36]=[CH:35][CH:34]=[CH:33][CH:32]=2)=[CH:25][CH:24]=1. (2) Reactant: [OH:1][C:2]1[CH:7]=[CH:6][CH:5]=[CH:4][C:3]=1[C:8]1[N:12]=[C:11]([C:13]2[CH:18]=[CH:17][CH:16]=[CH:15][C:14]=2[OH:19])[N:10]([CH2:20][C:21](OCC)=[O:22])[N:9]=1.[NH2:26][CH2:27][CH:28]([OH:31])[CH2:29][OH:30]. Product: [OH:1][C:2]1[CH:7]=[CH:6][CH:5]=[CH:4][C:3]=1[C:8]1[N:12]=[C:11]([C:13]2[CH:18]=[CH:17][CH:16]=[CH:15][C:14]=2[OH:19])[N:10]([CH2:20][C:21]([NH:26][CH2:27][CH:28]([OH:31])[CH2:29][OH:30])=[O:22])[N:9]=1. The catalyst class is: 8. (3) Product: [Si:22]([O:6][CH2:7][C@@H:8]([OH:9])[C@@H:10]([OH:11])[C@H:12]([OH:13])[C@@H:14]([OH:15])[CH:16]=[O:17])([C:18]([CH3:21])([CH3:20])[CH3:19])([C:29]1[CH:30]=[CH:31][CH:32]=[CH:33][CH:34]=1)[C:23]1[CH:28]=[CH:27][CH:26]=[CH:25][CH:24]=1. The catalyst class is: 13. Reactant: CN(C=O)C.[O:6]=[CH:7][C@@H:8]([C@H:10]([C@@H:12]([C@@H:14]([CH2:16][OH:17])[OH:15])[OH:13])[OH:11])[OH:9].[C:18]([Si:22](Cl)([C:29]1[CH:34]=[CH:33][CH:32]=[CH:31][CH:30]=1)[C:23]1[CH:28]=[CH:27][CH:26]=[CH:25][CH:24]=1)([CH3:21])([CH3:20])[CH3:19]. (4) Reactant: [Cl:1][C:2]1[CH:7]=[CH:6][CH:5]=[C:4]([Cl:8])[C:3]=1[C:9]1[C:13]([CH2:14][O:15][C:16]2[CH:21]=[CH:20][C:19]([C:22]3[CH:23]=[C:24]4[C:29](=[CH:30][CH:31]=3)[C:28]([C:32]#[N:33])=[CH:27][CH:26]=[CH:25]4)=[CH:18][CH:17]=2)=[C:12]([CH:34]([CH3:36])[CH3:35])[O:11][N:10]=1.[Cl-].[NH4+].[N-:39]=[N+:40]=[N-:41].[Na+].Cl. Product: [Cl:8][C:4]1[CH:5]=[CH:6][CH:7]=[C:2]([Cl:1])[C:3]=1[C:9]1[C:13]([CH2:14][O:15][C:16]2[CH:17]=[CH:18][C:19]([C:22]3[CH:23]=[C:24]4[C:29](=[CH:30][CH:31]=3)[C:28]([C:32]3[NH:41][N:40]=[N:39][N:33]=3)=[CH:27][CH:26]=[CH:25]4)=[CH:20][CH:21]=2)=[C:12]([CH:34]([CH3:36])[CH3:35])[O:11][N:10]=1. The catalyst class is: 35. (5) Reactant: CN(C)C=O.[F:6][C:7]([F:19])([F:18])[C:8]1[CH:9]=[C:10]([CH:14]=[CH:15][CH2:16]O)[CH:11]=[CH:12][CH:13]=1.S(Cl)([Cl:22])=O. Product: [Cl:22][CH2:16][CH:15]=[CH:14][C:10]1[CH:11]=[CH:12][CH:13]=[C:8]([C:7]([F:19])([F:18])[F:6])[CH:9]=1. The catalyst class is: 4. (6) Reactant: CON(C)[C:4]([C:6]1([C:9]([F:12])([F:11])[F:10])[CH2:8][CH2:7]1)=[O:5].[H-].[Al+3].[Li+].[H-].[H-].[H-]. Product: [F:10][C:9]([F:12])([F:11])[C:6]1([CH:4]=[O:5])[CH2:8][CH2:7]1. The catalyst class is: 385. (7) Product: [OH:24][CH2:23][C:14]1[CH:15]=[C:16]([C:19]([F:22])([F:21])[F:20])[CH:17]=[CH:18][C:13]=1[C:7]1[C:8]([O:11][CH3:12])=[CH:9][CH:10]=[C:5]([CH2:4][C:3]([OH:28])=[O:2])[CH:6]=1. Reactant: C[O:2][C:3](=[O:28])[CH2:4][C:5]1[CH:6]=[C:7]([C:13]2[CH:18]=[CH:17][C:16]([C:19]([F:22])([F:21])[F:20])=[CH:15][C:14]=2[CH2:23][O:24]C(=O)C)[C:8]([O:11][CH3:12])=[CH:9][CH:10]=1.[OH-].[Na+]. The catalyst class is: 36.